Dataset: Reaction yield outcomes from USPTO patents with 853,638 reactions. Task: Predict the reaction yield, written as a fraction of the theoretical maximum amount of product (1.0 means a 100% yield; for example, 0.34 means a 34% yield). (1) The reactants are [C:1]([O:7][CH2:8][CH3:9])(=[O:6])[CH2:2][C:3]([CH3:5])=O.[F:10][C:11]1[CH:18]=[CH:17][C:14]([CH:15]=O)=[CH:13][CH:12]=1.[NH4+:19].[OH-:20]. The catalyst is CCO.C(Cl)Cl. The product is [F:10][C:11]1[CH:18]=[CH:17][C:14]([CH:15]2[C:2]([C:1]([O:7][CH2:8][CH3:9])=[O:6])=[C:3]([CH3:5])[NH:19][C:3]([CH3:5])=[C:2]2[C:1]([O:7][CH2:8][CH3:9])=[O:20])=[CH:13][CH:12]=1. The yield is 0.580. (2) The reactants are [F:1][C:2]1[CH:3]=[C:4]([CH:7]=[C:8]([OH:11])[C:9]=1[OH:10])[CH:5]=[O:6].[C:12]([O-])([O-])=O.[Cs+].[Cs+].O. The catalyst is CN(C=O)C. The product is [F:1][C:2]1[C:9]2[O:10][CH2:12][O:11][C:8]=2[CH:7]=[C:4]([CH:5]=[O:6])[CH:3]=1. The yield is 0.490. (3) The reactants are [N+:1]([C:4]1[CH:5]=[CH:6][C:7]2[O:11][C:10](=[S:12])[NH:9][C:8]=2[CH:13]=1)([O-:3])=[O:2].C(N(CC)CC)C.Br[CH2:22][C:23]1[CH:28]=[CH:27][C:26]([Cl:29])=[CH:25][CH:24]=1. The catalyst is C(Cl)(Cl)Cl.C(OCC)(=O)C. The product is [Cl:29][C:26]1[CH:27]=[CH:28][C:23]([CH2:22][S:12][C:10]2[O:11][C:7]3[CH:6]=[CH:5][C:4]([N+:1]([O-:3])=[O:2])=[CH:13][C:8]=3[N:9]=2)=[CH:24][CH:25]=1. The yield is 0.780. (4) The yield is 0.490. The reactants are [H-].[Na+].[CH3:3][O:4][C:5]1[CH:10]=[CH:9][C:8]([C:11]2[C:12](=[O:20])[NH:13][C:14]3([CH2:19][CH2:18][CH2:17][CH2:16]3)[N:15]=2)=[CH:7][CH:6]=1.Br[CH2:22][C:23]([NH:25][C:26]1[CH:31]=[C:30]([F:32])[CH:29]=[C:28]([F:33])[CH:27]=1)=[O:24]. The product is [F:32][C:30]1[CH:31]=[C:26]([NH:25][C:23](=[O:24])[CH2:22][N:13]2[C:14]3([CH2:19][CH2:18][CH2:17][CH2:16]3)[N:15]=[C:11]([C:8]3[CH:7]=[CH:6][C:5]([O:4][CH3:3])=[CH:10][CH:9]=3)[C:12]2=[O:20])[CH:27]=[C:28]([F:33])[CH:29]=1. The catalyst is CN(C=O)C.C(=O)(O)[O-].[Na+]. (5) The reactants are [Li]CCCC.C(NC(C)C)(C)C.[F:13][C:14]1[CH:21]=[CH:20][C:17]([C:18]#[N:19])=[CH:16][CH:15]=1.[B:22](OC)([O:25]C)[O:23]C.Cl. The catalyst is C1COCC1. The product is [F:13][C:14]1[CH:21]=[CH:20][C:17]([C:18]#[N:19])=[CH:16][C:15]=1[B:22]([OH:25])[OH:23]. The yield is 0.700. (6) The reactants are [Cl:1][C:2]1[C:3]([C:11]2[CH:12]=[N:13][C:14]([C:17]3[NH:21][C:20]4[CH:22]=[C:23]([N:26]5[CH2:31][CH2:30][O:29][CH2:28][CH2:27]5)[CH:24]=[CH:25][C:19]=4[N:18]=3)=[CH:15][CH:16]=2)=[N:4][CH:5]=[C:6]([C:8](O)=[O:9])[CH:7]=1.[CH2:32]([NH2:34])[CH3:33]. The catalyst is O1CCCC1.CN(C)C=O. The product is [CH2:32]([NH:34][C:8]([C:6]1[CH:7]=[C:2]([Cl:1])[C:3]([C:11]2[CH:12]=[N:13][C:14]([C:17]3[NH:21][C:20]4[CH:22]=[C:23]([N:26]5[CH2:27][CH2:28][O:29][CH2:30][CH2:31]5)[CH:24]=[CH:25][C:19]=4[N:18]=3)=[CH:15][CH:16]=2)=[N:4][CH:5]=1)=[O:9])[CH3:33]. The yield is 0.680. (7) The reactants are CC1(C)[O:9][C:8](=[O:10])[C:5]2([CH2:7][CH2:6]2)[C:4](=[O:11])O1.[CH:13]1([NH2:16])[CH2:15][CH2:14]1. The catalyst is C(O)C. The product is [CH:13]1([N:16]2[CH2:6][CH2:7][CH:5]([C:8]([OH:9])=[O:10])[C:4]2=[O:11])[CH2:15][CH2:14]1. The yield is 0.700. (8) The reactants are [CH3:1][O:2][CH2:3][C:4]1[CH:5]=[C:6]([CH:9]=[CH:10][CH:11]=1)[CH:7]=O.Cl.[NH2:13][C:14]1([C:17]([O:19][CH3:20])=[O:18])[CH2:16][CH2:15]1. No catalyst specified. The product is [CH3:1][O:2][CH2:3][C:4]1[CH:5]=[C:6]([CH:9]=[CH:10][CH:11]=1)[CH2:7][NH:13][C:14]1([C:17]([O:19][CH3:20])=[O:18])[CH2:16][CH2:15]1. The yield is 0.820. (9) The reactants are [N+:1]([CH2:4][CH2:5][C:6]1[CH:11]=[CH:10][CH:9]=[CH:8][CH:7]=1)([O-:3])=[O:2].C[O:13][CH:14](OC)[CH2:15][CH2:16][CH2:17][CH:18]=O. The catalyst is CCOC(C)=O.CCCCCC. The product is [N+:1](/[C:4](/[CH2:5][C:6]1[CH:11]=[CH:10][CH:9]=[CH:8][CH:7]=1)=[CH:18]/[CH2:17][CH2:16][CH2:15][CH:14]=[O:13])([O-:3])=[O:2]. The yield is 0.400.